The task is: Predict the reactants needed to synthesize the given product.. This data is from Full USPTO retrosynthesis dataset with 1.9M reactions from patents (1976-2016). (1) Given the product [NH2:2][CH2:1][C:3]1([CH2:9][OH:10])[CH2:8][CH2:7][O:6][CH2:5][CH2:4]1, predict the reactants needed to synthesize it. The reactants are: [C:1]([C:3]1([C:9](OC)=[O:10])[CH2:8][CH2:7][O:6][CH2:5][CH2:4]1)#[N:2].[H-].[H-].[H-].[H-].[Li+].[Al+3]. (2) Given the product [F:13][C:8]1[CH:9]=[CH:10][C:5]([O:4][CH2:1][CH2:2][CH3:3])=[CH:6][C:7]=1[OH:11], predict the reactants needed to synthesize it. The reactants are: [CH2:1]([O:4][C:5]1[CH:6]=[C:7]([OH:11])[CH:8]=[CH:9][CH:10]=1)[CH2:2][CH3:3].[B-](F)(F)(F)[F:13].[B-](F)(F)(F)F.C1[N+]2(CCl)CC[N+](F)(CC2)C1. (3) The reactants are: [OH:1][C:2]1[CH:11]=[CH:10][C:5]([C:6]([O:8][CH3:9])=[O:7])=[CH:4][N:3]=1.Br.Br[CH2:14][C:15]1[CH:20]=[CH:19][CH:18]=[CH:17][N:16]=1.C([O-])([O-])=O.[K+].[K+]. Given the product [N:16]1[CH:17]=[CH:18][CH:19]=[CH:20][C:15]=1[CH2:14][O:1][C:2]1[CH:11]=[CH:10][C:5]([C:6]([O:8][CH3:9])=[O:7])=[CH:4][N:3]=1, predict the reactants needed to synthesize it. (4) Given the product [CH:7]1([C@@H:5]2[N:4]([C:12]3[CH:19]=[CH:18][C:15]([C:16]#[N:17])=[C:14]([CH3:20])[N:13]=3)[N:3]=[C:2]([C:29]3[CH:30]=[CH:31][C:32]4[NH:37][C:36](=[O:38])[CH2:35][O:34][C:33]=4[CH:39]=3)[CH2:6]2)[CH2:11][CH2:10][CH2:9][CH2:8]1, predict the reactants needed to synthesize it. The reactants are: Cl[C:2]1[CH2:6][C@H:5]([CH:7]2[CH2:11][CH2:10][CH2:9][CH2:8]2)[N:4]([C:12]2[CH:19]=[CH:18][C:15]([C:16]#[N:17])=[C:14]([CH3:20])[N:13]=2)[N:3]=1.CC1(C)C(C)(C)OB([C:29]2[CH:30]=[CH:31][C:32]3[NH:37][C:36](=[O:38])[CH2:35][O:34][C:33]=3[CH:39]=2)O1. (5) Given the product [CH3:1][O:2][C:3](=[O:19])[CH2:4][CH:5]([C:6]1[S:7][C:8]([C:11]2[CH:16]=[CH:15][N:14]=[C:13]([S:17][CH3:18])[N:12]=2)=[CH:9][CH:10]=1)[CH2:23][N+:20]([O-:22])=[O:21], predict the reactants needed to synthesize it. The reactants are: [CH3:1][O:2][C:3](=[O:19])/[CH:4]=[CH:5]/[C:6]1[S:7][C:8]([C:11]2[CH:16]=[CH:15][N:14]=[C:13]([S:17][CH3:18])[N:12]=2)=[CH:9][CH:10]=1.[N+:20]([CH3:23])([O-:22])=[O:21]. (6) Given the product [C:1]([O:5][C:6]([N:8]1[CH2:9][CH2:10][CH:11]([N:14]2[CH:18]=[C:17]([C:35]3[CH:36]=[C:37]([C:41]4[CH:46]=[C:45]([NH:47][CH3:48])[N:44]=[C:43]([C:49]5[CH:54]=[CH:53][CH:52]=[CH:51][N:50]=5)[CH:42]=4)[CH:38]=[N:39][CH:40]=3)[CH:16]=[N:15]2)[CH2:12][CH2:13]1)=[O:7])([CH3:2])([CH3:3])[CH3:4], predict the reactants needed to synthesize it. The reactants are: [C:1]([O:5][C:6]([N:8]1[CH2:13][CH2:12][CH:11]([N:14]2[CH:18]=[C:17](B3OC(C)(C)C(C)(C)O3)[CH:16]=[N:15]2)[CH2:10][CH2:9]1)=[O:7])([CH3:4])([CH3:3])[CH3:2].C([O-])([O-])=O.[Na+].[Na+].Br[C:35]1[CH:36]=[C:37]([C:41]2[CH:46]=[C:45]([NH:47][CH3:48])[N:44]=[C:43]([C:49]3[CH:54]=[CH:53][CH:52]=[CH:51][N:50]=3)[CH:42]=2)[CH:38]=[N:39][CH:40]=1.